Dataset: Full USPTO retrosynthesis dataset with 1.9M reactions from patents (1976-2016). Task: Predict the reactants needed to synthesize the given product. (1) Given the product [CH3:74][O:75][C:76]1[CH:77]=[C:78]([CH:81]=[CH:82][CH:83]=1)[CH2:79][NH:80][C:28]([C:25]1[CH:24]=[CH:23][C:22]([C:3]2[C:2]([CH3:1])=[CH:7][CH:6]=[C:5]([NH:8][C:9](=[O:21])[C:10]3[CH:15]=[CH:14][N:13]=[C:12]([N:16]4[CH2:17][CH2:18][CH2:19][CH2:20]4)[CH:11]=3)[CH:4]=2)=[CH:27][CH:26]=1)=[O:30], predict the reactants needed to synthesize it. The reactants are: [CH3:1][C:2]1[CH:7]=[CH:6][C:5]([NH:8][C:9](=[O:21])[C:10]2[CH:15]=[CH:14][N:13]=[C:12]([N:16]3[CH2:20][CH2:19][CH2:18][CH2:17]3)[CH:11]=2)=[CH:4][C:3]=1[C:22]1[CH:27]=[CH:26][C:25]([C:28]([OH:30])=O)=[CH:24][CH:23]=1.CN(C(ON1N=NC2C=CC=NC1=2)=[N+](C)C)C.F[P-](F)(F)(F)(F)F.C1C=CC2N(O)N=NC=2C=1.CCN(C(C)C)C(C)C.[CH3:74][O:75][C:76]1[CH:77]=[C:78]([CH:81]=[CH:82][CH:83]=1)[CH2:79][NH2:80]. (2) Given the product [Cl:14][C:10]1[CH:9]=[C:8]([C:6]2[CH:5]=[CH:4][N:3]=[C:2]([NH:21][CH2:15][CH:16]3[CH2:17][CH2:18][CH2:19][O:20]3)[N:7]=2)[CH:13]=[CH:12][N:11]=1, predict the reactants needed to synthesize it. The reactants are: Cl[C:2]1[N:7]=[C:6]([C:8]2[CH:13]=[CH:12][N:11]=[C:10]([Cl:14])[CH:9]=2)[CH:5]=[CH:4][N:3]=1.[CH2:15]([NH2:21])[CH:16]1[O:20][CH2:19][CH2:18][CH2:17]1. (3) The reactants are: [C:1]([CH2:3][C:4]([C:6]1[S:7][CH:8]=[CH:9][N:10]=1)=[O:5])#[N:2].CO[CH:13](OC)[N:14]([CH3:16])[CH3:15]. Given the product [C:1]([C:3](=[CH:13][N:14]([CH3:16])[CH3:15])[C:4]([C:6]1[S:7][CH:8]=[CH:9][N:10]=1)=[O:5])#[N:2], predict the reactants needed to synthesize it. (4) Given the product [NH2:31][C:11]1[CH:10]=[C:9]([O:8][CH2:1][C:2]2[CH:7]=[CH:6][CH:5]=[CH:4][CH:3]=2)[C:14]([O:15][CH3:16])=[CH:13][C:12]=1[C:17]([N:19]1[CH2:20][CH2:21][N:22]([C:25]2[N:26]=[CH:27][CH:28]=[CH:29][N:30]=2)[CH2:23][CH2:24]1)=[O:18], predict the reactants needed to synthesize it. The reactants are: [CH2:1]([O:8][C:9]1[C:14]([O:15][CH3:16])=[CH:13][C:12]([C:17]([N:19]2[CH2:24][CH2:23][N:22]([C:25]3[N:30]=[CH:29][CH:28]=[CH:27][N:26]=3)[CH2:21][CH2:20]2)=[O:18])=[C:11]([N+:31]([O-])=O)[CH:10]=1)[C:2]1[CH:7]=[CH:6][CH:5]=[CH:4][CH:3]=1.O.O.Cl[Sn]Cl. (5) Given the product [N+:18]([C:14]1[CH:13]=[C:12]([C:10]#[C:11][C:2]2[CH:3]=[N:4][CH:5]=[C:6]([CH:9]=2)[C:7]#[N:8])[CH:17]=[CH:16][CH:15]=1)([O-:20])=[O:19], predict the reactants needed to synthesize it. The reactants are: Br[C:2]1[CH:3]=[N:4][CH:5]=[C:6]([CH:9]=1)[C:7]#[N:8].[C:10]([C:12]1[CH:17]=[CH:16][CH:15]=[C:14]([N+:18]([O-:20])=[O:19])[CH:13]=1)#[CH:11]. (6) Given the product [CH3:1][C:2]1[C:3]([CH2:8][N:9]([CH2:16][C:17]2[C:22]([CH3:23])=[CH:21][CH:20]=[CH:19][N:18]=2)[CH:10]2[CH2:15][CH2:14][N:13]([CH2:30][C:25]3[CH:26]=[CH:27][CH:28]=[CH:29][N:24]=3)[CH2:12][CH2:11]2)=[N:4][CH:5]=[CH:6][CH:7]=1, predict the reactants needed to synthesize it. The reactants are: [CH3:1][C:2]1[C:3]([CH2:8][N:9]([CH2:16][C:17]2[C:22]([CH3:23])=[CH:21][CH:20]=[CH:19][N:18]=2)[CH:10]2[CH2:15][CH2:14][NH:13][CH2:12][CH2:11]2)=[N:4][CH:5]=[CH:6][CH:7]=1.[N:24]1[CH:29]=[CH:28][CH:27]=[CH:26][C:25]=1[CH:30]=O.[BH-](OC(C)=O)(OC(C)=O)OC(C)=O.[Na+]. (7) Given the product [CH:21]1([C:19]([N:16]2[CH2:17][CH2:18][C@@H:14]([CH2:13][C:12]3[N:8]([C:5]4[CH:6]=[CH:7][C:2]([C:28]5[CH:36]=[CH:35][CH:34]=[C:30]([C:31]([OH:33])=[O:32])[CH:29]=5)=[CH:3][C:4]=4[F:25])[C:9](=[O:24])[NH:10][N:11]=3)[CH2:15]2)=[O:20])[CH2:23][CH2:22]1, predict the reactants needed to synthesize it. The reactants are: Br[C:2]1[CH:7]=[CH:6][C:5]([N:8]2[C:12]([CH2:13][C@@H:14]3[CH2:18][CH2:17][N:16]([C:19]([CH:21]4[CH2:23][CH2:22]4)=[O:20])[CH2:15]3)=[N:11][NH:10][C:9]2=[O:24])=[C:4]([F:25])[CH:3]=1.OB(O)[C:28]1[CH:29]=[C:30]([CH:34]=[CH:35][CH:36]=1)[C:31]([OH:33])=[O:32].C([O-])([O-])=O.[K+].[K+].O1CCOCC1.